Dataset: Full USPTO retrosynthesis dataset with 1.9M reactions from patents (1976-2016). Task: Predict the reactants needed to synthesize the given product. (1) Given the product [C:35]([O:39][C:40]([N:42]1[CH2:47][CH2:46][N:45]([CH:31]([C:17]2[CH:16]=[C:15]([C:12]3[CH:13]=[CH:14][C:9]([O:8][CH2:1][C:2]4[CH:7]=[CH:6][CH:5]=[CH:4][CH:3]=4)=[CH:10][C:11]=3[F:34])[N:20]=[C:19]3[N:21]([CH:25]4[CH2:30][CH2:29][CH2:28][CH2:27][O:26]4)[N:22]=[C:23]([CH3:24])[C:18]=23)[CH3:32])[CH2:44][CH2:43]1)=[O:41])([CH3:38])([CH3:36])[CH3:37], predict the reactants needed to synthesize it. The reactants are: [CH2:1]([O:8][C:9]1[CH:14]=[CH:13][C:12]([C:15]2[N:20]=[C:19]3[N:21]([CH:25]4[CH2:30][CH2:29][CH2:28][CH2:27][O:26]4)[N:22]=[C:23]([CH3:24])[C:18]3=[C:17]([C:31](=O)[CH3:32])[CH:16]=2)=[C:11]([F:34])[CH:10]=1)[C:2]1[CH:7]=[CH:6][CH:5]=[CH:4][CH:3]=1.[C:35]([O:39][C:40]([N:42]1[CH2:47][CH2:46][NH:45][CH2:44][CH2:43]1)=[O:41])([CH3:38])([CH3:37])[CH3:36].C(O[BH-](OC(=O)C)OC(=O)C)(=O)C.[Na+].C(O[BH-](OC(=O)C)OC(=O)C)(=O)C. (2) Given the product [CH3:49][O:52][C:2]1[C:7]([C:8]2[CH:13]=[C:12]([N:14]3[C:18]4[CH:19]=[CH:20][C:21]([C:23]([OH:26])([CH3:25])[CH3:24])=[CH:22][C:17]=4[N:16]=[CH:15]3)[CH:11]=[CH:10][N:9]=2)=[CH:6][CH:5]=[CH:4][N:3]=1, predict the reactants needed to synthesize it. The reactants are: Cl[C:2]1[C:7]([C:8]2[CH:13]=[C:12]([N:14]3[C:18]4[CH:19]=[CH:20][C:21]([C:23]([OH:26])([CH3:25])[CH3:24])=[CH:22][C:17]=4[N:16]=[CH:15]3)[CH:11]=[CH:10][N:9]=2)=[CH:6][CH:5]=[CH:4][N:3]=1.FC1C=NC=CC=1C1C=C(N2C3C=CC([C:49]([OH:52])(C)C)=CC=3N=C2)C=CN=1.OC(C1C=CC2N(C3C=CN=C(C4C=CN=CC=4C#N)C=3)C=NC=2C=1)(C)C. (3) Given the product [N:1]1[CH:6]=[CH:5][CH:4]=[CH:3][C:2]=1[CH:7]=[CH:15][CH2:14][CH2:13][C:12]([O:11][CH2:9][CH3:10])=[O:35], predict the reactants needed to synthesize it. The reactants are: [N:1]1[CH:6]=[CH:5][CH:4]=[CH:3][C:2]=1[CH:7]=O.[CH2:9]([O:11][C:12](=[O:35])[CH2:13][CH2:14][CH2:15][P+](C1C=CC=CC=1)(C1C=CC=CC=1)C1C=CC=CC=1)[CH3:10].C(=O)([O-])[O-].[K+].[K+].C(OCC)(=O)C.